This data is from Catalyst prediction with 721,799 reactions and 888 catalyst types from USPTO. The task is: Predict which catalyst facilitates the given reaction. (1) Reactant: [N+:1]([C:4]1[CH:5]=[C:6]([NH:10][C:11]2[N:18]=[CH:17][CH:16]=[CH:15][C:12]=2[CH:13]=O)[CH:7]=[CH:8][CH:9]=1)([O-:3])=[O:2].[O:19]1[CH:23]=[CH:22][C:21]([CH2:24][CH2:25][CH2:26][CH2:27][C:28](OCC)=[O:29])=[CH:20]1.[Li+].CC([N-]C(C)C)C. Product: [N+:1]([C:4]1[CH:5]=[C:6]([N:10]2[C:11]3[C:12](=[CH:15][CH:16]=[CH:17][N:18]=3)[CH:13]=[C:27]([CH2:26][CH2:25][CH2:24][C:21]3[CH:22]=[CH:23][O:19][CH:20]=3)[C:28]2=[O:29])[CH:7]=[CH:8][CH:9]=1)([O-:3])=[O:2]. The catalyst class is: 3. (2) Reactant: [F:1][C:2]1[CH:3]=[C:4]([NH2:24])[CH:5]=[CH:6][C:7]=1[O:8][C:9]1[CH:14]=[CH:13][N:12]=[C:11]2[CH:15]=[C:16]([C:18]3[N:19]([CH3:23])[CH:20]=[CH:21][N:22]=3)[S:17][C:10]=12.[O:25]=[C:26]([NH:31][C:32]1[CH:37]=[CH:36][CH:35]=[CH:34][CH:33]=1)[CH2:27][C:28](O)=[O:29].F[P-](F)(F)(F)(F)F.N1(O[P+](N(C)C)(N(C)C)N(C)C)C2C=CC=CC=2N=N1.CCN(C(C)C)C(C)C. Product: [F:1][C:2]1[CH:3]=[C:4]([NH:24][C:28](=[O:29])[CH2:27][C:26]([NH:31][C:32]2[CH:33]=[CH:34][CH:35]=[CH:36][CH:37]=2)=[O:25])[CH:5]=[CH:6][C:7]=1[O:8][C:9]1[CH:14]=[CH:13][N:12]=[C:11]2[CH:15]=[C:16]([C:18]3[N:19]([CH3:23])[CH:20]=[CH:21][N:22]=3)[S:17][C:10]=12. The catalyst class is: 3. (3) Reactant: [NH:1]1[CH2:4][CH:3]([OH:5])[CH2:2]1.C(=O)([O-])[O-].[K+].[K+].[C:12](Cl)(=[O:21])[O:13][CH2:14][C:15]1[CH:20]=[CH:19][CH:18]=[CH:17][CH:16]=1. Product: [OH:5][CH:3]1[CH2:4][N:1]([C:12]([O:13][CH2:14][C:15]2[CH:20]=[CH:19][CH:18]=[CH:17][CH:16]=2)=[O:21])[CH2:2]1. The catalyst class is: 20. (4) Reactant: [CH3:1][N:2]1[C:6]2=[N:7][CH:8]=[C:9]([N+:12]([O-])=O)[C:10]([CH3:11])=[C:5]2[C:4]([C:15]2[CH2:16][CH2:17][N:18]([C:21]([O:23][C:24]([CH3:27])([CH3:26])[CH3:25])=[O:22])[CH2:19][CH:20]=2)=[CH:3]1.[H][H]. Product: [NH2:12][C:9]1[C:10]([CH3:11])=[C:5]2[C:4]([CH:15]3[CH2:20][CH2:19][N:18]([C:21]([O:23][C:24]([CH3:25])([CH3:26])[CH3:27])=[O:22])[CH2:17][CH2:16]3)=[CH:3][N:2]([CH3:1])[C:6]2=[N:7][CH:8]=1. The catalyst class is: 19. (5) Reactant: [CH3:1][C:2]1[CH2:6][C:5]([CH3:7])=[C:4]([CH3:8])[C:3]=1[CH3:9].Cl[Si:11](CCCC)(C)[C:12]1[CH:17]=[CH:16][CH:15]=[CH:14][CH:13]=1.C(=O)([O-])O.[Na+].[C:28](=O)([O-])[O-].[Na+].[Na+].O1[CH2:38][CH2:37][CH2:36][CH2:35]1. Product: [CH2:35]([CH2:9][C:3]1[C:2]([SiH2:11][C:12]2[CH:17]=[CH:16][CH:15]=[CH:14][CH:13]=2)([CH3:1])[C:6]([CH3:28])=[C:5]([CH3:7])[C:4]=1[CH3:8])[CH2:36][CH2:37][CH3:38]. The catalyst class is: 11. (6) Reactant: [N:1]([CH2:4][C:5]([C:8]1[CH:13]=[CH:12][CH:11]=[CH:10][N+:9]=1[O-])([F:7])[F:6])=[N+]=[N-].C1(P(C2C=CC=CC=2)C2C=CC=CC=2)C=CC=CC=1.[OH2:34]. Product: [F:6][C:5]([F:7])([C:8]1[CH:13]=[CH:12][CH:11]=[CH:10][N:9]=1)[CH2:4][NH2:1]=[O:34]. The catalyst class is: 1. (7) Reactant: [CH2:1]([N:7]1[CH2:12][CH:11]2[CH:9]([C:10]2([CH3:24])[C:13]2[CH:18]=[CH:17][CH:16]=[C:15]([C:19]3[S:20][CH:21]=[CH:22][CH:23]=3)[CH:14]=2)[C:8]1=O)[CH2:2][CH2:3][CH2:4][CH2:5][CH3:6].[H-].[Al+3].[Li+].[H-].[H-].[H-]. Product: [CH2:1]([N:7]1[CH2:8][CH:9]2[CH:11]([C:10]2([CH3:24])[C:13]2[CH:18]=[CH:17][CH:16]=[C:15]([C:19]3[S:20][CH:21]=[CH:22][CH:23]=3)[CH:14]=2)[CH2:12]1)[CH2:2][CH2:3][CH2:4][CH2:5][CH3:6]. The catalyst class is: 7.